This data is from Forward reaction prediction with 1.9M reactions from USPTO patents (1976-2016). The task is: Predict the product of the given reaction. Given the reactants [CH3:1][O:2][C:3](=[O:10])[CH2:4][CH2:5][C:6](=O)[CH2:7]Br.[F:11][C:12]1[CH:20]=[CH:19][C:15]([C:16]([NH2:18])=[S:17])=[CH:14][CH:13]=1.O.[CH2:22](O)C, predict the reaction product. The product is: [CH2:1]([O:2][C:3](=[O:10])[CH2:4][CH2:5][C:6]1[N:18]=[C:16]([C:15]2[CH:19]=[CH:20][C:12]([F:11])=[CH:13][CH:14]=2)[S:17][CH:7]=1)[CH3:22].